This data is from Full USPTO retrosynthesis dataset with 1.9M reactions from patents (1976-2016). The task is: Predict the reactants needed to synthesize the given product. (1) Given the product [CH3:1][C:2]([CH3:33])([CH3:32])[CH2:3][O:4][C:5]1[N:6]=[C:7]([N:23]2[CH2:27][CH2:26][C@H:25]([NH:28][C:29](=[O:31])[CH3:30])[CH2:24]2)[C:8]2[N:13]=[N:12][NH:11][C:9]=2[N:10]=1, predict the reactants needed to synthesize it. The reactants are: [CH3:1][C:2]([CH3:33])([CH3:32])[CH2:3][O:4][C:5]1[N:6]=[C:7]([N:23]2[CH2:27][CH2:26][C@H:25]([NH:28][C:29](=[O:31])[CH3:30])[CH2:24]2)[C:8]2[N:13]=[N:12][N:11](CC3C=CC(OC)=CC=3)[C:9]=2[N:10]=1. (2) Given the product [CH3:26][O:27][C:28]1[N:33]2[N:34]=[CH:35][CH:36]=[C:32]2[N:31]=[C:30]([C:37]2[CH:44]=[CH:43][C:40]([CH2:11][N:8]3[CH2:7][CH2:6][CH:5]([C:3]4[N:25]=[C:24]([C:19]5[CH:20]=[CH:21][CH:22]=[CH:23][N:18]=5)[NH:2][N:1]=4)[CH2:10][CH2:9]3)=[CH:39][CH:38]=2)[C:29]=1[C:45]1[CH:50]=[CH:49][CH:48]=[CH:47][CH:46]=1, predict the reactants needed to synthesize it. The reactants are: [NH:1]([C:3]([CH:5]1[CH2:10][CH2:9][N:8]([C:11](OC(C)(C)C)=O)[CH2:7][CH2:6]1)=O)[NH2:2].[N:18]1[CH:23]=[CH:22][CH:21]=[CH:20][C:19]=1[C:24]#[N:25].[CH3:26][O:27][C:28]1[N:33]2[N:34]=[CH:35][CH:36]=[C:32]2[N:31]=[C:30]([C:37]2[CH:44]=[CH:43][C:40](C=O)=[CH:39][CH:38]=2)[C:29]=1[C:45]1[CH:50]=[CH:49][CH:48]=[CH:47][CH:46]=1.[BH-](OC(C)=O)(OC(C)=O)OC(C)=O.[Na+]. (3) Given the product [ClH:23].[ClH:23].[CH3:1][CH:2]([CH3:22])[CH2:3][CH2:4][N:5]([CH2:12][C:13]1[O:14][C:15]2[CH:21]=[CH:20][CH:19]=[CH:18][C:16]=2[CH:17]=1)[CH:6]1[CH2:7][CH2:8][NH:9][CH2:10][CH2:11]1, predict the reactants needed to synthesize it. The reactants are: [CH3:1][CH:2]([CH3:22])[CH2:3][CH2:4][N:5]([CH2:12][C:13]1[O:14][C:15]2[CH:21]=[CH:20][CH:19]=[CH:18][C:16]=2[CH:17]=1)[CH:6]1[CH2:11][CH2:10][NH:9][CH2:8][CH2:7]1.[ClH:23].C(OCC)C. (4) Given the product [CH3:1][O:2][C:3](=[O:35])[C:4]1[CH:32]=[C:31]([O:33][CH3:34])[CH:30]=[C:6]([C:7]([NH:9][CH:10]2[CH2:15][CH2:14][N:13]([CH2:16][C:17]3[CH:22]=[C:21]([O:23][CH2:24][CH3:25])[C:20]([Cl:49])=[C:19]([O:27][CH2:28][CH3:29])[CH:18]=3)[CH2:12][CH2:11]2)=[O:8])[CH:5]=1, predict the reactants needed to synthesize it. The reactants are: [CH3:1][O:2][C:3](=[O:35])[C:4]1[CH:32]=[C:31]([O:33][CH3:34])[CH:30]=[C:6]([C:7]([NH:9][CH:10]2[CH2:15][CH2:14][N:13]([CH2:16][C:17]3[CH:22]=[C:21]([O:23][CH2:24][CH3:25])[C:20](F)=[C:19]([O:27][CH2:28][CH3:29])[CH:18]=3)[CH2:12][CH2:11]2)=[O:8])[CH:5]=1.C(OC(=O)C1C=C(OCC)C([Cl:49])=C(OCC)C=1)C.ClC1C(OCC)=CC(CN2CCC(NC(=O)C3C=C(OC)C=C(CO)C=3)CC2)=CC=1OCC.C([BH3-])#N.[Na+].C(N(C(C)C)C(C)C)C. (5) Given the product [C:18]([O:21][C:22]([NH:1][CH2:2][C:3]1[CH:4]=[CH:5][C:6]([C:7]([OH:9])=[O:8])=[CH:10][CH:11]=1)=[O:23])([CH3:20])([CH3:19])[CH3:17], predict the reactants needed to synthesize it. The reactants are: [NH2:1][CH2:2][C:3]1[CH:11]=[CH:10][C:6]([C:7]([OH:9])=[O:8])=[CH:5][CH:4]=1.C([O-])(O)=O.[Na+].[CH3:17][C:18]([O:21][C:22](O[C:22]([O:21][C:18]([CH3:20])([CH3:19])[CH3:17])=[O:23])=[O:23])([CH3:20])[CH3:19]. (6) Given the product [CH2:6]([O:5][C:1]([CH2:2][CH2:3][N:24]1[CH2:23][CH2:22][CH:21]([CH:18]2[CH2:17][CH2:16][N:15]([C:13]([O:12][C:8]([CH3:11])([CH3:10])[CH3:9])=[O:14])[CH2:20][CH2:19]2)[CH2:26][CH2:25]1)=[O:4])[CH3:7], predict the reactants needed to synthesize it. The reactants are: [C:1]([O:5][CH2:6][CH3:7])(=[O:4])[CH:2]=[CH2:3].[C:8]([O:12][C:13]([N:15]1[CH2:20][CH2:19][CH:18]([CH:21]2[CH2:26][CH2:25][NH:24][CH2:23][CH2:22]2)[CH2:17][CH2:16]1)=[O:14])([CH3:11])([CH3:10])[CH3:9]. (7) The reactants are: FC(F)(F)C(O)=O.[CH3:8][O:9][C:10](=[O:37])[CH:11]([NH:29]C(OC(C)(C)C)=O)[CH2:12][CH:13]=[CH:14][C:15]1[CH:20]=[CH:19][C:18]([N:21]([CH3:28])[C:22]2[N:27]=[CH:26][CH:25]=[CH:24][N:23]=2)=[CH:17][CH:16]=1.O.C(=O)([O-])O.[Na+]. Given the product [CH3:8][O:9][C:10](=[O:37])[CH:11]([NH2:29])[CH2:12][CH:13]=[CH:14][C:15]1[CH:16]=[CH:17][C:18]([N:21]([CH3:28])[C:22]2[N:27]=[CH:26][CH:25]=[CH:24][N:23]=2)=[CH:19][CH:20]=1, predict the reactants needed to synthesize it. (8) Given the product [Br:20][C:12]1[CH:11]=[C:10]2[CH:15]=[CH:16][CH:17]=[C:8]3[C:9]2=[C:14]([CH:13]=1)[C:5](=[O:19])[O:6][C:7]3=[O:18], predict the reactants needed to synthesize it. The reactants are: [N+]([O-])(O)=O.[C:5]1(=[O:19])[C:14]2[C:9]3[C:10](=[CH:15][CH:16]=[CH:17][C:8]=3[C:7](=[O:18])[O:6]1)[CH:11]=[CH:12][CH:13]=2.[Br:20]Br.